Dataset: Forward reaction prediction with 1.9M reactions from USPTO patents (1976-2016). Task: Predict the product of the given reaction. (1) The product is: [Br:1][CH:2]([CH2:6][CH:7]1[CH2:12][CH2:11][O:10][CH2:9][CH2:8]1)[C:3]([O:5][CH2:17][CH3:18])=[O:4]. Given the reactants [Br:1][CH:2]([CH2:6][CH:7]1[CH2:12][CH2:11][O:10][CH2:9][CH2:8]1)[C:3]([OH:5])=[O:4].S(Br)(Br)=O.[CH3:17][CH2:18]OC(C)=O.O, predict the reaction product. (2) Given the reactants [CH:1]1[C:6]([N+:7]([O-:9])=[O:8])=[CH:5][CH:4]=[C:3]([O:10][C@@H]2O[C@H](CO)[C@@H](O[C@@H]3O[C@H](CO)[C@@H](O)[C@H](O)[C@H]3O)[C@H](O)[C@H]2O)[CH:2]=1.C(O)[C@H]1OC(=O)[C@H](O)[C@@H](O)[C@@H]1O.C(O)(=O)C.[Na].NCC(O)=O, predict the reaction product. The product is: [CH:5]1[C:6]([N+:7]([O-:9])=[O:8])=[CH:1][CH:2]=[C:3]([OH:10])[CH:4]=1. (3) Given the reactants C1(SC2C=CC(C(C3C=CC(C)=C(OC)N=3)=O)=CC=2)CC1.[Si]([O:29][CH2:30][C:31]1([CH2:34][S:35]([C:38]2[N:42]([C:43]3[CH:48]=[CH:47][CH:46]=[CH:45][CH:44]=3)[N:41]=[N:40][N:39]=2)(=[O:37])=[O:36])[CH2:33][CH2:32]1)(C(C)(C)C)(C)C, predict the reaction product. The product is: [C:43]1([N:42]2[C:38]([S:35]([CH2:34][CH:31]3[CH2:32][CH2:33][O:29][CH2:30]3)(=[O:37])=[O:36])=[N:39][N:40]=[N:41]2)[CH:48]=[CH:47][CH:46]=[CH:45][CH:44]=1.